Dataset: Full USPTO retrosynthesis dataset with 1.9M reactions from patents (1976-2016). Task: Predict the reactants needed to synthesize the given product. (1) Given the product [F:14][C:11]1([F:15])[CH2:12][CH2:13][N:8]([C:6]2[C:5]([N+:16]([O-:18])=[O:17])=[CH:4][N:3]=[C:2]([CH3:19])[CH:7]=2)[CH2:9][CH2:10]1, predict the reactants needed to synthesize it. The reactants are: Cl[C:2]1[CH:7]=[C:6]([N:8]2[CH2:13][CH2:12][C:11]([F:15])([F:14])[CH2:10][CH2:9]2)[C:5]([N+:16]([O-:18])=[O:17])=[CH:4][N:3]=1.[CH3:19]B(O)O.C(=O)([O-])[O-].[K+].[K+]. (2) The reactants are: [NH2:1][C:2]1[CH:3]=[N:4][C:5]2[C:10]([CH:11]=1)=[CH:9][C:8]([O:12][CH3:13])=[C:7]([O:14][CH3:15])[CH:6]=2.[CH3:16][C:17]([CH3:22])([CH2:20]O)[CH:18]=[O:19]. Given the product [CH3:13][O:12][C:8]1[CH:9]=[C:10]2[C:5](=[CH:6][C:7]=1[O:14][CH3:15])[N:4]=[CH:3][C:2]([NH:1][CH2:16][C:17]([CH3:22])([CH3:20])[CH2:18][OH:19])=[CH:11]2, predict the reactants needed to synthesize it. (3) Given the product [Br:27][CH2:28][C:29]([O:8][C:3]1([CH2:1][CH3:2])[CH2:7][CH2:6][CH2:5][CH2:4]1)=[O:30], predict the reactants needed to synthesize it. The reactants are: [CH2:1]([C:3]1([OH:8])[CH2:7][CH2:6][CH2:5][CH2:4]1)[CH3:2].CN1CCCC1=O.N12CCCN=C1CCCCC2.[Br:27][CH2:28][C:29](Br)=[O:30]. (4) Given the product [CH3:37][O:36][C:33](=[O:35])[C:34](=[CH:4][C:3]1[CH:6]=[C:7]([F:11])[CH:8]=[C:9]([F:10])[C:2]=1[F:1])[C:17]([O:19][CH3:21])=[O:18], predict the reactants needed to synthesize it. The reactants are: [F:1][C:2]1[C:9]([F:10])=[CH:8][C:7]([F:11])=[CH:6][C:3]=1[CH:4]=O.CC(C)([C:17]([O-:19])=[O:18])C([O-])=O.[CH2:21](N(CC)CC)C.CS(Cl)(=O)=O.[C:33]([O:36][CH2:37]C)(=[O:35])[CH3:34]. (5) Given the product [CH2:2]([O:9][C:7](=[O:8])[CH2:6][C:4](=[O:5])[CH2:24][CH2:23][C:17]1[CH:22]=[CH:21][CH:20]=[CH:19][CH:18]=1)[CH3:10], predict the reactants needed to synthesize it. The reactants are: C[C:2]1([CH3:10])[O:9][C:7](=[O:8])[CH2:6][C:4](=[O:5])O1.N1C=CC=CC=1.[C:17]1([CH2:23][CH2:24]C(Cl)=O)[CH:22]=[CH:21][CH:20]=[CH:19][CH:18]=1. (6) Given the product [CH2:1]([O:3][C:4]([CH:6]1[O:23][C:9]2=[CH:10][CH:11]=[C:12]3[C:16]([N:15]([CH2:17][C@@H:18]([NH2:20])[CH3:19])[N:14]=[CH:13]3)=[C:8]2[CH2:7]1)=[O:5])[CH3:2], predict the reactants needed to synthesize it. The reactants are: [CH2:1]([O:3][C:4]([CH:6]1[O:23][C:9]2=[CH:10][CH:11]=[C:12]3[C:16]([N:15]([CH2:17][C@@H:18]([N:20]=[N+]=[N-])[CH3:19])[N:14]=[CH:13]3)=[C:8]2[CH2:7]1)=[O:5])[CH3:2].Cl. (7) Given the product [CH3:1][N:2]1[C:6]2=[N:7][CH:13]=[C:12]([N+:9]([O-:11])=[O:10])[CH:15]=[C:5]2[CH:4]=[N:3]1, predict the reactants needed to synthesize it. The reactants are: [CH3:1][N:2]1[C:6]([NH2:7])=[CH:5][CH:4]=[N:3]1.[Na].[N+:9]([CH:12]([CH:15]=O)[CH:13]=O)([O-:11])=[O:10]. (8) Given the product [CH:10]1[C:11]2=[C:12]3[C:16](=[CH:17][CH:18]=[C:19]2[NH:8][CH:9]=1)[NH:15][CH:14]([C:20]([N:22]1[C:33]2[C:25](=[C:26]4[C:30](=[CH:31][CH:32]=2)[NH:29][CH:28]([C:34]([O:36][CH2:37][CH2:38][C:39]2[CH:40]=[CH:41][C:42]([N+:45]([O-:47])=[O:46])=[CH:43][CH:44]=2)=[O:35])[CH2:27]4)[CH:24]=[CH:23]1)=[O:21])[CH2:13]3, predict the reactants needed to synthesize it. The reactants are: C(OC([N:8]1[C:19]2[C:11](=[C:12]3[C:16](=[CH:17][CH:18]=2)[NH:15][CH:14]([C:20]([N:22]2[C:33]4[C:25](=[C:26]5[C:30](=[CH:31][CH:32]=4)[NH:29][CH:28]([C:34]([O:36][CH2:37][CH2:38][C:39]4[CH:44]=[CH:43][C:42]([N+:45]([O-:47])=[O:46])=[CH:41][CH:40]=4)=[O:35])[CH2:27]5)[CH:24]=[CH:23]2)=[O:21])[CH2:13]3)[CH:10]=[CH:9]1)=O)(C)(C)C.C(=O)(O)[O-].[Na+]. (9) Given the product [CH:1]([C:4]1[CH:9]=[CH:8][C:7]([C:10]2[C:12]3[C:13](=[CH:14][CH:15]=[C:16]([O:18][CH2:19][C:20]#[CH:21])[CH:17]=3)[N:22]([CH2:23][C:24]3[CH:29]=[CH:28][CH:27]=[C:26]([N+:30]([O-:32])=[O:31])[CH:25]=3)[C:34](=[O:33])[N:35]=2)=[CH:6][CH:5]=1)([CH3:3])[CH3:2], predict the reactants needed to synthesize it. The reactants are: [CH:1]([C:4]1[CH:9]=[CH:8][C:7]([C:10]([C:12]2[CH:17]=[C:16]([O:18][CH2:19][C:20]#[CH:21])[CH:15]=[CH:14][C:13]=2[NH:22][CH2:23][C:24]2[CH:29]=[CH:28][CH:27]=[C:26]([N+:30]([O-:32])=[O:31])[CH:25]=2)=O)=[CH:6][CH:5]=1)([CH3:3])[CH3:2].[O-:33][C:34]#[N:35].[Na+].